This data is from Forward reaction prediction with 1.9M reactions from USPTO patents (1976-2016). The task is: Predict the product of the given reaction. (1) Given the reactants [CH3:1][C:2]1[CH:3]=[CH:4][C:5]2[N:6]([C:8]([CH2:18][CH:19]=[O:20])=[C:9]([C:11]3[CH:16]=[CH:15][C:14]([CH3:17])=[CH:13][CH:12]=3)[N:10]=2)[CH:7]=1.Br[C:22]1[C:23]([CH3:29])=[N:24][N:25]([CH3:28])[C:26]=1[CH3:27], predict the reaction product. The product is: [CH3:1][C:2]1[CH:3]=[CH:4][C:5]2[N:6]([C:8]([CH2:18][C:19]([C:22]3[C:23]([CH3:29])=[N:24][N:25]([CH3:28])[C:26]=3[CH3:27])=[O:20])=[C:9]([C:11]3[CH:16]=[CH:15][C:14]([CH3:17])=[CH:13][CH:12]=3)[N:10]=2)[CH:7]=1. (2) Given the reactants [CH3:1][C:2]1[C:3]([C:16]([C:18]2[CH:23]=[CH:22][C:21]([CH2:24]O)=[CH:20][CH:19]=2)=[CH2:17])=[CH:4][C:5]2[C:6]([CH3:15])([CH3:14])[CH2:7][CH2:8][C:9]([CH3:13])([CH3:12])[C:10]=2[CH:11]=1.CS(Cl)(=O)=O.[CH3:31][N:32]1[CH2:38][C:36](=[O:37])[NH:35][C:33]1=[O:34].[H-].[Na+], predict the reaction product. The product is: [CH3:31][N:32]1[CH2:38][C:36](=[O:37])[N:35]([CH2:24][C:21]2[CH:22]=[CH:23][C:18]([C:16]([C:3]3[C:2]([CH3:1])=[CH:11][C:10]4[C:9]([CH3:13])([CH3:12])[CH2:8][CH2:7][C:6]([CH3:15])([CH3:14])[C:5]=4[CH:4]=3)=[CH2:17])=[CH:19][CH:20]=2)[C:33]1=[O:34]. (3) Given the reactants Br[C:2]1[CH:3]=[CH:4][C:5]([CH3:8])=[N:6][CH:7]=1.CC1C=CC=CC=1P(C1C=CC=CC=1C)C1C=CC=CC=1C.[C:31]([O:35][C:36]([CH3:39])([CH3:38])[CH3:37])(=[O:34])[CH:32]=[CH2:33].CCN(CC)CC, predict the reaction product. The product is: [CH3:8][C:5]1[N:6]=[CH:7][C:2](/[CH:33]=[CH:32]/[C:31]([O:35][C:36]([CH3:39])([CH3:38])[CH3:37])=[O:34])=[CH:3][CH:4]=1. (4) Given the reactants [Si:1]([O:8][CH2:9][CH2:10][CH2:11][N:12]1C(=O)C2C(=CC=CC=2)C1=O)([C:4]([CH3:7])([CH3:6])[CH3:5])([CH3:3])[CH3:2].CNN, predict the reaction product. The product is: [Si:1]([O:8][CH2:9][CH2:10][CH2:11][NH2:12])([C:4]([CH3:6])([CH3:7])[CH3:5])([CH3:3])[CH3:2].